Dataset: Catalyst prediction with 721,799 reactions and 888 catalyst types from USPTO. Task: Predict which catalyst facilitates the given reaction. Reactant: CO[N:3]=[C:4]([C:6]1[CH:11]=[CH:10][C:9]([C:12]2[S:13][C:14]([C:17]3[CH:22]=[CH:21][N:20]=[C:19]([NH:23][CH:24]4[CH2:29][C:28]([CH3:31])([CH3:30])[NH:27][C:26]([CH3:33])([CH3:32])[CH2:25]4)[N:18]=3)=[CH:15][CH:16]=2)=[CH:8][CH:7]=1)[CH3:5].[H-].[H-].[H-].[H-].[Li+].[Al+3].S([O-])([O-])(=O)=O.[Na+].[Na+].CCOC(C)=O. Product: [NH2:3][CH:4]([C:6]1[CH:11]=[CH:10][C:9]([C:12]2[S:13][C:14]([C:17]3[CH:22]=[CH:21][N:20]=[C:19]([NH:23][CH:24]4[CH2:29][C:28]([CH3:31])([CH3:30])[NH:27][C:26]([CH3:32])([CH3:33])[CH2:25]4)[N:18]=3)=[CH:15][CH:16]=2)=[CH:8][CH:7]=1)[CH3:5]. The catalyst class is: 1.